The task is: Predict which catalyst facilitates the given reaction.. This data is from Catalyst prediction with 721,799 reactions and 888 catalyst types from USPTO. (1) Reactant: [CH:1]([C:3]1[CH:4]=[C:5]([CH:10]=[CH:11][C:12]=1[OH:13])[C:6]([O:8][CH3:9])=[O:7])=[O:2].C(=O)([O-])[O-].[K+].[K+].I[CH:21]([CH3:23])[CH3:22]. Product: [CH:1]([C:3]1[CH:4]=[C:5]([CH:10]=[CH:11][C:12]=1[O:13][CH:21]([CH3:23])[CH3:22])[C:6]([O:8][CH3:9])=[O:7])=[O:2]. The catalyst class is: 3. (2) Reactant: C[O:2][C:3](=[O:17])[C:4]1[CH:9]=[C:8]([CH:10]([CH3:12])[CH3:11])[C:7]([O:13][CH3:14])=[CH:6][C:5]=1[O:15][CH3:16].[OH-].[Na+].Cl. Product: [CH:10]([C:8]1[C:7]([O:13][CH3:14])=[CH:6][C:5]([O:15][CH3:16])=[C:4]([CH:9]=1)[C:3]([OH:17])=[O:2])([CH3:12])[CH3:11]. The catalyst class is: 249.